From a dataset of Peptide-MHC class I binding affinity with 185,985 pairs from IEDB/IMGT. Regression. Given a peptide amino acid sequence and an MHC pseudo amino acid sequence, predict their binding affinity value. This is MHC class I binding data. (1) The peptide sequence is IFRRFPHL. The MHC is H-2-Kb with pseudo-sequence H-2-Kb. The binding affinity (normalized) is 0.876. (2) The peptide sequence is FVRWLHRAL. The MHC is HLA-B08:01 with pseudo-sequence HLA-B08:01. The binding affinity (normalized) is 0.996. (3) The peptide sequence is IVKAYYNR. The MHC is H-2-Db with pseudo-sequence H-2-Db. The binding affinity (normalized) is 0. (4) The peptide sequence is GHGTVVLEL. The MHC is HLA-A02:11 with pseudo-sequence HLA-A02:11. The binding affinity (normalized) is 0.0847. (5) The peptide sequence is LNRVTQDFTEV. The MHC is Mamu-B03 with pseudo-sequence Mamu-B03. The binding affinity (normalized) is 0. (6) The peptide sequence is RPQKRPSCI. The MHC is HLA-A02:06 with pseudo-sequence HLA-A02:06. The binding affinity (normalized) is 0.0201. (7) The peptide sequence is LMWITQCFL. The MHC is HLA-A02:01 with pseudo-sequence HLA-A02:01. The binding affinity (normalized) is 0.597. (8) The peptide sequence is FYYEYFEL. The MHC is HLA-A02:03 with pseudo-sequence HLA-A02:03. The binding affinity (normalized) is 0.229.